This data is from Full USPTO retrosynthesis dataset with 1.9M reactions from patents (1976-2016). The task is: Predict the reactants needed to synthesize the given product. (1) Given the product [CH:14]1([C:12]([N:8]2[C:9]3[C:4](=[C:3]([O:18][C:19]4[CH:20]=[CH:21][CH:22]=[CH:23][CH:24]=4)[C:2]([C:39]4[CH:40]=[N:41][NH:42][CH:43]=4)=[CH:11][CH:10]=3)[CH2:5][CH2:6][C@@H:7]2[CH3:17])=[O:13])[CH2:15][CH2:16]1, predict the reactants needed to synthesize it. The reactants are: Br[C:2]1[C:3]([O:18][C:19]2[CH:24]=[CH:23][CH:22]=[CH:21][CH:20]=2)=[C:4]2[C:9](=[CH:10][CH:11]=1)[N:8]([C:12]([CH:14]1[CH2:16][CH2:15]1)=[O:13])[C@@H:7]([CH3:17])[CH2:6][CH2:5]2.C(=O)([O-])[O-].[Cs+].[Cs+].CC1(C)C(C)(C)OB([C:39]2[CH:40]=[N:41][N:42](C(OC(C)(C)C)=O)[CH:43]=2)O1.O1CCOCC1. (2) Given the product [CH:1]1([CH:7]2[CH2:11][CH2:10][CH:9]([CH:12]3[CH2:13][CH2:14][CH2:15][CH2:16]3)[C:8]2=[O:17])[CH2:6][CH2:5][CH2:4][CH2:3][CH2:2]1, predict the reactants needed to synthesize it. The reactants are: [C:1]1(=[C:7]2[CH2:11][CH2:10][C:9](=[C:12]3[CH2:16][CH2:15][CH2:14][CH2:13]3)[C:8]2=[O:17])[CH2:6][CH2:5][CH2:4][CH2:3][CH2:2]1. (3) Given the product [C:26]([C:30]1[CH:43]=[CH:42][C:33]2[NH:34][C:35]([CH2:37][CH2:38][CH2:39][CH2:40][N:4]([CH2:5][C@@H:6]3[C@H:10]4[O:11][C:12]([CH3:15])([CH3:14])[O:13][C@H:9]4[C@H:8]([N:16]4[CH:24]=[N:23][C:22]5[C:17]4=[N:18][CH:19]=[N:20][C:21]=5[NH2:25])[O:7]3)[CH:1]([CH3:3])[CH3:2])=[N:36][C:32]=2[CH:31]=1)([CH3:28])([CH3:27])[CH3:29], predict the reactants needed to synthesize it. The reactants are: [CH:1]([NH:4][CH2:5][C@@H:6]1[C@H:10]2[O:11][C:12]([CH3:15])([CH3:14])[O:13][C@H:9]2[C@H:8]([N:16]2[CH:24]=[N:23][C:22]3[C:17]2=[N:18][CH:19]=[N:20][C:21]=3[NH2:25])[O:7]1)([CH3:3])[CH3:2].[C:26]([C:30]1[CH:43]=[CH:42][C:33]2[N:34]3[CH:40](O)[CH2:39][CH2:38][CH2:37][C:35]3=[N:36][C:32]=2[CH:31]=1)([CH3:29])([CH3:28])[CH3:27].[BH-](OC(C)=O)(OC(C)=O)OC(C)=O.[Na+].C([O-])(O)=O.[Na+]. (4) Given the product [N:1]1[CH:6]=[CH:5][CH:4]=[C:3]([N:7]2[C:15]3[C:10](=[CH:11][CH:12]=[CH:13][CH:14]=3)[CH2:9][C:8]2=[O:22])[CH:2]=1, predict the reactants needed to synthesize it. The reactants are: [N:1]1[CH:6]=[CH:5][CH:4]=[C:3]([N:7]2[C:15]3[C:10](=[CH:11][CH:12]=[CH:13][CH:14]=3)[CH:9]=[CH:8]2)[CH:2]=1.ClN1C(=[O:22])CCC1=O. (5) Given the product [CH:13]([C:10]1[CH:11]=[CH:12][C:7]([O:6][CH2:5][C:4]([OH:16])=[O:3])=[CH:8][CH:9]=1)([CH3:15])[CH3:14], predict the reactants needed to synthesize it. The reactants are: C([O:3][C:4](=[O:16])[CH2:5][O:6][C:7]1[CH:12]=[CH:11][C:10]([CH:13]([CH3:15])[CH3:14])=[CH:9][CH:8]=1)C.[OH-].[Na+]. (6) Given the product [ClH:16].[ClH:1].[NH2:18][C@H:19]1[CH2:23][CH2:22][CH2:21][C@@H:20]1[NH:24][C:25](=[O:31])[C:34]1[C:33]([F:32])=[CH:41][CH:40]=[CH:39][C:38]=1[F:42], predict the reactants needed to synthesize it. The reactants are: [ClH:1].N[C@H]1CCC[C@@H]1NC(=O)C1C=CC=CC=1[Cl:16].[NH2:18][C@H:19]1[CH2:23][CH2:22][CH2:21][C@@H:20]1[NH:24][C:25](=[O:31])OC(C)(C)C.[F:32][C:33]1[CH:41]=[CH:40][CH:39]=[C:38]([F:42])[C:34]=1C(O)=O. (7) The reactants are: [F:1][C:2]1[CH:38]=[CH:37][C:5]([CH2:6][N:7]2[C:17]3[C:12](=[CH:13][C:14]([S:18]([N:21]4[CH2:25][CH2:24][CH2:23][C@H:22]4[CH2:26][O:27][CH2:28][C:29]4[N:30]=[N:31][N:32]([CH2:34]CF)[CH:33]=4)(=[O:20])=[O:19])=[CH:15][CH:16]=3)[C:10](=[O:11])[C:8]2=[O:9])=[CH:4][CH:3]=1.[F:39][CH2:40][CH2:41][CH2:42]CN=[N+]=[N-]. Given the product [F:1][C:2]1[CH:38]=[CH:37][C:5]([CH2:6][N:7]2[C:17]3[C:12](=[CH:13][C:14]([S:18]([N:21]4[CH2:25][CH2:24][CH2:23][C@H:22]4[CH2:26][O:27][CH2:28][C:29]4[N:30]=[N:31][N:32]([CH2:34][CH2:42][CH2:41][CH2:40][F:39])[CH:33]=4)(=[O:20])=[O:19])=[CH:15][CH:16]=3)[C:10](=[O:11])[C:8]2=[O:9])=[CH:4][CH:3]=1, predict the reactants needed to synthesize it.